The task is: Regression. Given two drug SMILES strings and cell line genomic features, predict the synergy score measuring deviation from expected non-interaction effect.. This data is from NCI-60 drug combinations with 297,098 pairs across 59 cell lines. (1) Drug 2: CC1=C(C=C(C=C1)NC(=O)C2=CC=C(C=C2)CN3CCN(CC3)C)NC4=NC=CC(=N4)C5=CN=CC=C5. Synergy scores: CSS=50.3, Synergy_ZIP=-1.19, Synergy_Bliss=-3.70, Synergy_Loewe=-37.0, Synergy_HSA=-2.55. Cell line: CCRF-CEM. Drug 1: C1C(C(OC1N2C=C(C(=O)NC2=O)F)CO)O. (2) Drug 1: C1=CC(=CC=C1CCCC(=O)O)N(CCCl)CCCl. Drug 2: CC12CCC3C(C1CCC2OP(=O)(O)O)CCC4=C3C=CC(=C4)OC(=O)N(CCCl)CCCl.[Na+]. Cell line: MALME-3M. Synergy scores: CSS=1.28, Synergy_ZIP=-7.38, Synergy_Bliss=-11.4, Synergy_Loewe=-14.7, Synergy_HSA=-11.0.